Dataset: Reaction yield outcomes from USPTO patents with 853,638 reactions. Task: Predict the reaction yield, written as a fraction of the theoretical maximum amount of product (1.0 means a 100% yield; for example, 0.34 means a 34% yield). The reactants are [Br:1][C:2]1[CH:7]=[CH:6][N:5]=[C:4]([CH3:8])[CH:3]=1.[Cl:9][C:10]1[CH:20]=[CH:19][C:13]([C:14](OCC)=[O:15])=[CH:12][CH:11]=1.C[Si](C)(C)N[Si](C)(C)C.[Li].O. The catalyst is O1CCCC1. The product is [Br:1][C:2]1[CH:7]=[CH:6][N:5]=[C:4]([CH2:8][C:14]([C:13]2[CH:19]=[CH:20][C:10]([Cl:9])=[CH:11][CH:12]=2)=[O:15])[CH:3]=1. The yield is 0.620.